Dataset: Full USPTO retrosynthesis dataset with 1.9M reactions from patents (1976-2016). Task: Predict the reactants needed to synthesize the given product. (1) Given the product [C:24]([O:23][C:21]([N:8]1[CH2:9][CH:10]2[NH:12][CH:6]([CH2:5][N:4]([CH3:3])[CH2:11]2)[CH2:7]1)=[O:22])([CH3:25])([CH3:26])[CH3:27], predict the reactants needed to synthesize it. The reactants are: Cl.Cl.[CH3:3][N:4]1[CH2:11][CH:10]2[NH:12][CH:6]([CH2:7][NH:8][CH2:9]2)[CH2:5]1.O([C:21]([O:23][C:24]([CH3:27])([CH3:26])[CH3:25])=[O:22])[C:21]([O:23][C:24]([CH3:27])([CH3:26])[CH3:25])=[O:22].C([O-])([O-])=O.[K+].[K+]. (2) Given the product [O:8]=[C:9]1[C:17]2[C:12](=[CH:13][CH:14]=[CH:15][CH:16]=2)[C:11](=[O:18])[N:10]1[CH2:19][CH2:20][CH:21]([CH:29]([OH:39])[CH2:30][CH2:31][C:32]1[CH:37]=[CH:36][C:35]([I:38])=[CH:34][CH:33]=1)[C:22]([OH:24])=[O:23], predict the reactants needed to synthesize it. The reactants are: FC(F)(F)C(O)=O.[O:8]=[C:9]1[C:17]2[C:12](=[CH:13][CH:14]=[CH:15][CH:16]=2)[C:11](=[O:18])[N:10]1[CH2:19][CH2:20][CH:21]([CH:29]([O:39]CC1C=CC(OC)=CC=1)[CH2:30][CH2:31][C:32]1[CH:37]=[CH:36][C:35]([I:38])=[CH:34][CH:33]=1)[C:22]([O:24]C(C)(C)C)=[O:23]. (3) Given the product [F:1][C:2]1[CH:3]=[CH:4][C:5]([N+:9]([O-:11])=[O:10])=[C:6]([O:8][S:21]([C:20]([F:33])([F:32])[F:19])(=[O:23])=[O:22])[CH:7]=1, predict the reactants needed to synthesize it. The reactants are: [F:1][C:2]1[CH:3]=[CH:4][C:5]([N+:9]([O-:11])=[O:10])=[C:6]([OH:8])[CH:7]=1.C(N(CC)CC)C.[F:19][C:20]([F:33])([F:32])[S:21](O[S:21]([C:20]([F:33])([F:32])[F:19])(=[O:23])=[O:22])(=[O:23])=[O:22]. (4) Given the product [CH2:28]([NH:34][C:2]([N:24]1[C:25]([CH3:27])=[CH:26][C:22]([O:21][C:11]2[C:10]([Cl:9])=[CH:15][C:14]([C:16]([F:19])([F:17])[F:18])=[CH:13][C:12]=2[Cl:20])=[N:23]1)=[O:3])[CH:29]1[O:33][CH2:32][CH2:31][CH2:30]1, predict the reactants needed to synthesize it. The reactants are: Cl[C:2](OC(Cl)(Cl)Cl)=[O:3].[Cl:9][C:10]1[CH:15]=[C:14]([C:16]([F:19])([F:18])[F:17])[CH:13]=[C:12]([Cl:20])[C:11]=1[O:21][C:22]1[CH:26]=[C:25]([CH3:27])[NH:24][N:23]=1.[CH2:28]([NH2:34])[CH:29]1[O:33][CH2:32][CH2:31][CH2:30]1.C(N(CC)CC)C. (5) Given the product [O:16]=[C:12]1[NH:11][C:10]2[C:17]3[C:22]([CH:23]=[CH:24][C:9]=2[N:8]([C:5]2[CH:6]=[CH:7][C:2]([NH:1][S:34]([C:31]4[CH:32]=[CH:33][C:28]([CH:25]([CH3:27])[CH3:26])=[CH:29][CH:30]=4)(=[O:36])=[O:35])=[CH:3][CH:4]=2)[C:14](=[O:15])[CH2:13]1)=[CH:21][CH:20]=[CH:19][CH:18]=3, predict the reactants needed to synthesize it. The reactants are: [NH2:1][C:2]1[CH:7]=[CH:6][C:5]([N:8]2[C:14](=[O:15])[CH2:13][C:12](=[O:16])[NH:11][C:10]3[C:17]4[C:22]([CH:23]=[CH:24][C:9]2=3)=[CH:21][CH:20]=[CH:19][CH:18]=4)=[CH:4][CH:3]=1.[CH:25]([C:28]1[CH:33]=[CH:32][C:31]([S:34](Cl)(=[O:36])=[O:35])=[CH:30][CH:29]=1)([CH3:27])[CH3:26]. (6) Given the product [CH3:26][C:24]1([CH3:25])[CH2:23][CH2:22][C:9]2([CH2:10][CH2:11][NH:12][CH2:13][CH2:14]2)[O:27]1, predict the reactants needed to synthesize it. The reactants are: FC(F)(F)C(O)=O.O[C:9]1([CH2:22][CH2:23][C:24]([OH:27])([CH3:26])[CH3:25])[CH2:14][CH2:13][N:12](C(OC(C)(C)C)=O)[CH2:11][CH2:10]1.